From a dataset of Reaction yield outcomes from USPTO patents with 853,638 reactions. Predict the reaction yield, written as a fraction of the theoretical maximum amount of product (1.0 means a 100% yield; for example, 0.34 means a 34% yield). (1) The reactants are [O:1]1[CH2:5][CH2:4][CH2:3][CH2:2]1.B.CC(=C(C)C)C.C=C1C[C@@H:17]2[CH2:18][N:19]([C:21]([O:23][C:24]([CH3:27])([CH3:26])[CH3:25])=[O:22])[CH2:20][C@@H:16]2C1.[OH-].[Na+].OO. The catalyst is O1CCCC1. The product is [OH:1][CH2:5][CH:4]1[CH2:16][C@@H:17]2[CH2:18][N:19]([C:21]([O:23][C:24]([CH3:27])([CH3:26])[CH3:25])=[O:22])[CH2:20][C@@H:2]2[CH2:3]1. The yield is 0.950. (2) The yield is 0.550. The catalyst is C1COCC1.O. The reactants are C([O:3][C:4]([CH:6]1[C:14]2[N:13]=[CH:12][N:11]([C:15]([C:28]3[CH:33]=[CH:32][CH:31]=[CH:30][CH:29]=3)([C:22]3[CH:27]=[CH:26][CH:25]=[CH:24][CH:23]=3)[C:16]3[CH:21]=[CH:20][CH:19]=[CH:18][CH:17]=3)[C:10]=2[CH2:9][CH2:8][CH2:7]1)=O)C.[H-].[Al+3].[Li+].[H-].[H-].[H-].[OH-].[Na+].Cl. The product is [OH:3][CH2:4][CH:6]1[C:14]2[N:13]=[CH:12][N:11]([C:15]([C:16]3[CH:21]=[CH:20][CH:19]=[CH:18][CH:17]=3)([C:28]3[CH:29]=[CH:30][CH:31]=[CH:32][CH:33]=3)[C:22]3[CH:27]=[CH:26][CH:25]=[CH:24][CH:23]=3)[C:10]=2[CH2:9][CH2:8][CH2:7]1.